From a dataset of Ames mutagenicity test results for genotoxicity prediction. Regression/Classification. Given a drug SMILES string, predict its toxicity properties. Task type varies by dataset: regression for continuous values (e.g., LD50, hERG inhibition percentage) or binary classification for toxic/non-toxic outcomes (e.g., AMES mutagenicity, cardiotoxicity, hepatotoxicity). Dataset: ames. (1) The drug is N#CCCC(=O)CCc1ccc(C(=O)O)cc1. The result is 1 (mutagenic). (2) The molecule is CCC(C(C)O)=[N+]([O-])O. The result is 0 (non-mutagenic). (3) The molecule is COC(=O)c1ccc(C=Nn2nnc3c([nH]c4ccccc43)c2=O)cc1. The result is 1 (mutagenic). (4) The molecule is OCC(O)C(O)CO. The result is 0 (non-mutagenic). (5) The drug is O=C(Cl)c1ccccc1C(=O)Cl. The result is 1 (mutagenic).